Dataset: Forward reaction prediction with 1.9M reactions from USPTO patents (1976-2016). Task: Predict the product of the given reaction. (1) Given the reactants ClC(Cl)(Cl)C(=N)O[CH:5]([C:7]1[C:15]2[C:11](=[CH:12][N:13]([CH2:16][O:17][CH2:18][CH2:19][Si:20]([CH3:23])([CH3:22])[CH3:21])[N:14]=2)[CH:10]=[C:9]([F:24])[CH:8]=1)[CH3:6].[F:28][C:29]1[CH:34]=[CH:33][C:32]([C:35]2([CH2:48][OH:49])[CH2:40][CH2:39][N:38]([C:41]([O:43][C:44]([CH3:47])([CH3:46])[CH3:45])=[O:42])[CH2:37][CH2:36]2)=[CH:31][CH:30]=1.C1CCCCC1, predict the reaction product. The product is: [F:24][C:9]1[CH:8]=[C:7]([CH:5]([O:49][CH2:48][C:35]2([C:32]3[CH:31]=[CH:30][C:29]([F:28])=[CH:34][CH:33]=3)[CH2:36][CH2:37][N:38]([C:41]([O:43][C:44]([CH3:45])([CH3:46])[CH3:47])=[O:42])[CH2:39][CH2:40]2)[CH3:6])[C:15]2[C:11](=[CH:12][N:13]([CH2:16][O:17][CH2:18][CH2:19][Si:20]([CH3:22])([CH3:21])[CH3:23])[N:14]=2)[CH:10]=1. (2) Given the reactants [OH:1][CH:2]([CH2:6][CH3:7])[C:3](O)=[O:4].[NH2:8][C:9]1[CH:14]=[CH:13][C:12]([CH3:15])=[CH:11][N:10]=1, predict the reaction product. The product is: [OH:1][CH:2]([CH2:6][CH3:7])[C:3]([NH:8][C:9]1[CH:14]=[CH:13][C:12]([CH3:15])=[CH:11][N:10]=1)=[O:4]. (3) Given the reactants [ClH:1].[CH3:2][O:3][CH2:4][CH2:5][O:6][CH2:7][CH2:8][O:9][CH2:10][CH2:11][NH:12][C:13]([C:15]1[CH:20]=[CH:19][C:18]([C:21]2[CH:26]=[CH:25][CH:24]=[C:23]([CH2:27][C@H:28]([NH:43][C:44]([C@H:46]3[CH2:51][CH2:50][C@H:49]([CH2:52][NH:53]C(=O)OC(C)(C)C)[CH2:48][CH2:47]3)=[O:45])[C:29](=[O:42])[NH:30][C:31]3[CH:36]=[CH:35][C:34]([C:37]4[NH:41][N:40]=[N:39][N:38]=4)=[CH:33][CH:32]=3)[CH:22]=2)=[C:17]([CH3:61])[CH:16]=1)=[O:14].C(#N)C, predict the reaction product. The product is: [ClH:1].[NH2:53][CH2:52][C@H:49]1[CH2:50][CH2:51][C@H:46]([C:44]([NH:43][C@H:28]([C:29](=[O:42])[NH:30][C:31]2[CH:36]=[CH:35][C:34]([C:37]3[NH:41][N:40]=[N:39][N:38]=3)=[CH:33][CH:32]=2)[CH2:27][C:23]2[CH:22]=[C:21]([C:18]3[CH:19]=[CH:20][C:15]([C:13]([NH:12][CH2:11][CH2:10][O:9][CH2:8][CH2:7][O:6][CH2:5][CH2:4][O:3][CH3:2])=[O:14])=[CH:16][C:17]=3[CH3:61])[CH:26]=[CH:25][CH:24]=2)=[O:45])[CH2:47][CH2:48]1. (4) Given the reactants Br[C:2]1[CH:3]=[CH:4][C:5]2[N:6]([CH:8]=[C:9]([C:11]([NH:13][C:14]3[CH:19]=[CH:18][CH:17]=[CH:16][CH:15]=3)=[O:12])[N:10]=2)[CH:7]=1.[N:20]1[CH:25]=[CH:24][CH:23]=[C:22](B(O)O)[CH:21]=1.C(=O)([O-])[O-].[Na+].[Na+].C(#N)C, predict the reaction product. The product is: [C:14]1([NH:13][C:11]([C:9]2[N:10]=[C:5]3[CH:4]=[CH:3][C:2]([C:22]4[CH:21]=[N:20][CH:25]=[CH:24][CH:23]=4)=[CH:7][N:6]3[CH:8]=2)=[O:12])[CH:19]=[CH:18][CH:17]=[CH:16][CH:15]=1. (5) The product is: [CH3:23][C:22]1[O:21][C:20]([C:24]2[CH:25]=[CH:26][CH:27]=[CH:28][CH:29]=2)=[N:19][C:18]=1[CH2:17][CH2:16][O:15][C:12]1[CH:11]=[CH:10][C:9]([O:8][CH:5]([CH2:6][CH3:7])[C:4]([OH:30])=[O:3])=[CH:14][CH:13]=1. Given the reactants C([O:3][C:4](=[O:30])[CH:5]([O:8][C:9]1[CH:14]=[CH:13][C:12]([O:15][CH2:16][CH2:17][C:18]2[N:19]=[C:20]([C:24]3[CH:29]=[CH:28][CH:27]=[CH:26][CH:25]=3)[O:21][C:22]=2[CH3:23])=[CH:11][CH:10]=1)[CH2:6][CH3:7])C.[OH-].[Na+], predict the reaction product.